This data is from Catalyst prediction with 721,799 reactions and 888 catalyst types from USPTO. The task is: Predict which catalyst facilitates the given reaction. (1) Reactant: [NH2:1][CH2:2][CH2:3][CH2:4][CH2:5][CH2:6][CH2:7][N:8]1[CH2:13][CH2:12][CH:11]([C:14]2[CH:15]=[C:16]([NH:20][C:21](=[O:25])[CH:22]([CH3:24])[CH3:23])[CH:17]=[CH:18][CH:19]=2)[CH2:10][CH2:9]1.[CH:26]1[C:35]2[C:30](=[CH:31][CH:32]=[CH:33][CH:34]=2)[CH:29]=[CH:28][C:27]=1[N:36]=[C:37]=[O:38]. Product: [CH3:24][CH:22]([CH3:23])[C:21]([NH:20][C:16]1[CH:17]=[CH:18][CH:19]=[C:14]([CH:11]2[CH2:12][CH2:13][N:8]([CH2:7][CH2:6][CH2:5][CH2:4][CH2:3][CH2:2][NH:1][C:37]([NH:36][C:27]3[CH:28]=[CH:29][C:30]4[C:35](=[CH:34][CH:33]=[CH:32][CH:31]=4)[CH:26]=3)=[O:38])[CH2:9][CH2:10]2)[CH:15]=1)=[O:25]. The catalyst class is: 1. (2) Reactant: [N:1]([CH2:4][CH2:5][O:6][CH2:7][CH2:8][O:9][CH2:10][CH2:11][O:12][CH2:13][CH2:14][NH:15][S:16]([C:19]1[CH:24]=[CH:23][CH:22]=[C:21]([C@H:25]2[C:34]3[C:29](=[C:30]([Cl:36])[CH:31]=[C:32]([Cl:35])[CH:33]=3)[CH2:28][N:27]([CH3:37])[CH2:26]2)[CH:20]=1)(=[O:18])=[O:17])=[N+]=[N-].N(CCOCCOCCOCCN)=[N+]=[N-].[O-]P([O-])([O-])=O.[K+].[K+].[K+].S(Cl)(Cl)(=O)=O. Product: [NH2:1][CH2:4][CH2:5][O:6][CH2:7][CH2:8][O:9][CH2:10][CH2:11][O:12][CH2:13][CH2:14][NH:15][S:16]([C:19]1[CH:24]=[CH:23][CH:22]=[C:21]([C@H:25]2[C:34]3[C:29](=[C:30]([Cl:36])[CH:31]=[C:32]([Cl:35])[CH:33]=3)[CH2:28][N:27]([CH3:37])[CH2:26]2)[CH:20]=1)(=[O:18])=[O:17]. The catalyst class is: 249.